This data is from Forward reaction prediction with 1.9M reactions from USPTO patents (1976-2016). The task is: Predict the product of the given reaction. (1) Given the reactants [Zn:1].[Br:2]CCBr.Cl[Si](C)(C)C.Br[CH2:12][C:13]1[CH:18]=[C:17]([C:19]([CH3:22])([CH3:21])[CH3:20])[CH:16]=[C:15]([C:23]([CH3:26])([CH3:25])[CH3:24])[CH:14]=1, predict the reaction product. The product is: [Br-:2].[C:23]([C:15]1[CH:14]=[C:13]([CH:18]=[C:17]([C:19]([CH3:22])([CH3:21])[CH3:20])[CH:16]=1)[CH2:12][Zn+:1])([CH3:26])([CH3:25])[CH3:24]. (2) The product is: [Cl:18][C:5]1[C:4]2[C:9](=[C:10]([O:12][CH3:13])[CH:11]=[C:2]([F:1])[CH:3]=2)[N:8]=[C:7]([CH3:14])[CH:6]=1. Given the reactants [F:1][C:2]1[CH:3]=[C:4]2[C:9](=[C:10]([O:12][CH3:13])[CH:11]=1)[N:8]=[C:7]([CH3:14])[CH:6]=[C:5]2O.O=P(Cl)(Cl)[Cl:18], predict the reaction product.